Dataset: NCI-60 drug combinations with 297,098 pairs across 59 cell lines. Task: Regression. Given two drug SMILES strings and cell line genomic features, predict the synergy score measuring deviation from expected non-interaction effect. (1) Drug 1: CC1C(C(CC(O1)OC2CC(CC3=C2C(=C4C(=C3O)C(=O)C5=C(C4=O)C(=CC=C5)OC)O)(C(=O)CO)O)N)O.Cl. Drug 2: CC1C(C(CC(O1)OC2CC(CC3=C2C(=C4C(=C3O)C(=O)C5=C(C4=O)C(=CC=C5)OC)O)(C(=O)CO)O)N)O.Cl. Cell line: SK-MEL-2. Synergy scores: CSS=73.6, Synergy_ZIP=-1.17, Synergy_Bliss=4.54, Synergy_Loewe=3.64, Synergy_HSA=3.71. (2) Drug 1: C1C(C(OC1N2C=C(C(=O)NC2=O)F)CO)O. Drug 2: CC1=C(C(=O)C2=C(C1=O)N3CC4C(C3(C2COC(=O)N)OC)N4)N. Cell line: U251. Synergy scores: CSS=49.1, Synergy_ZIP=-7.60, Synergy_Bliss=-4.32, Synergy_Loewe=-8.74, Synergy_HSA=1.69.